The task is: Predict the reaction yield, written as a fraction of the theoretical maximum amount of product (1.0 means a 100% yield; for example, 0.34 means a 34% yield).. This data is from Reaction yield outcomes from USPTO patents with 853,638 reactions. (1) The product is [NH2:8][C:9]1[CH:14]=[CH:13][C:12]([C:15]([CH3:18])([CH3:17])[CH3:16])=[C:11]([NH:19][C:20]([C:22]2[C:31](=[O:32])[C:30]3[C:25](=[CH:26][CH:27]=[CH:28][CH:29]=3)[NH:24][CH:23]=2)=[O:21])[CH:10]=1. The reactants are C(OC([NH:8][C:9]1[CH:14]=[CH:13][C:12]([C:15]([CH3:18])([CH3:17])[CH3:16])=[C:11]([NH:19][C:20]([C:22]2[C:31](=[O:32])[C:30]3[C:25](=[CH:26][CH:27]=[CH:28][CH:29]=3)[NH:24][CH:23]=2)=[O:21])[CH:10]=1)=O)(C)(C)C.C(O)(C(F)(F)F)=O. The yield is 0.560. The catalyst is C(Cl)Cl. (2) The reactants are [F:1][C:2]1[CH:3]=[C:4]([NH2:24])[CH:5]=[CH:6][C:7]=1[O:8][C:9]1[C:10]2[NH:17][C:16]([C:18]3[CH:23]=[CH:22][CH:21]=[CH:20][CH:19]=3)=[CH:15][C:11]=2[N:12]=[CH:13][N:14]=1.[C:25]1([CH2:31][C:32]([N:34]=[C:35]=[S:36])=[O:33])[CH:30]=[CH:29][CH:28]=[CH:27][CH:26]=1. The catalyst is C1COCC1. The product is [F:1][C:2]1[CH:3]=[C:4]([NH:24][C:35]([NH:34][C:32](=[O:33])[CH2:31][C:25]2[CH:26]=[CH:27][CH:28]=[CH:29][CH:30]=2)=[S:36])[CH:5]=[CH:6][C:7]=1[O:8][C:9]1[C:10]2[NH:17][C:16]([C:18]3[CH:23]=[CH:22][CH:21]=[CH:20][CH:19]=3)=[CH:15][C:11]=2[N:12]=[CH:13][N:14]=1. The yield is 0.720.